From a dataset of Full USPTO retrosynthesis dataset with 1.9M reactions from patents (1976-2016). Predict the reactants needed to synthesize the given product. (1) Given the product [Cl:13][C:14]1[N:19]=[C:18]2[CH:20]=[C:21]([CH:34]=[O:35])[N:22]([S:23]([C:26]3[CH:31]=[CH:30][CH:29]=[CH:28][CH:27]=3)(=[O:25])=[O:24])[C:17]2=[CH:16][CH:15]=1, predict the reactants needed to synthesize it. The reactants are: C([Li])CCC.C(NC(C)C)(C)C.[Cl:13][C:14]1[N:19]=[C:18]2[CH:20]=[CH:21][N:22]([S:23]([C:26]3[CH:31]=[CH:30][CH:29]=[CH:28][CH:27]=3)(=[O:25])=[O:24])[C:17]2=[CH:16][CH:15]=1.CN(C)[CH:34]=[O:35]. (2) Given the product [C:29]1([C:19]2[C:18]([C:15]3[CH:16]=[CH:17][C:12]([C:8]4([NH:7][C:6](=[O:35])[O:5][C:1]([CH3:4])([CH3:3])[CH3:2])[CH2:11][CH2:10][CH2:9]4)=[CH:13][CH:14]=3)=[N:28][C:22]3[O:23][CH2:24][C:25]4[N:26]([C:36]([C:37]5[CH:42]=[CH:41][N:40]=[CH:39][CH:38]=5)=[N:44][N:45]=4)[C:21]=3[CH:20]=2)[CH:34]=[CH:33][CH:32]=[CH:31][CH:30]=1, predict the reactants needed to synthesize it. The reactants are: [C:1]([O:5][C:6](=[O:35])[NH:7][C:8]1([C:12]2[CH:17]=[CH:16][C:15]([C:18]3[C:19]([C:29]4[CH:34]=[CH:33][CH:32]=[CH:31][CH:30]=4)=[CH:20][C:21]4[NH:26][C:25](=S)[CH2:24][O:23][C:22]=4[N:28]=3)=[CH:14][CH:13]=2)[CH2:11][CH2:10][CH2:9]1)([CH3:4])([CH3:3])[CH3:2].[C:36]([NH:44][NH2:45])(=O)[C:37]1[CH:42]=[CH:41][N:40]=[CH:39][CH:38]=1. (3) Given the product [ClH:22].[F:1][C:2]1[CH:3]=[C:4]([NH:9][C:10](=[O:11])[C:12]2[CH:13]=[C:14]([S:19](=[O:21])(=[O:20])[NH:33][O:32][CH2:30][CH3:31])[CH:15]=[CH:16][C:17]=2[F:18])[CH:5]=[CH:6][C:7]=1[F:8], predict the reactants needed to synthesize it. The reactants are: [F:1][C:2]1[CH:3]=[C:4]([NH:9][C:10]([C:12]2[CH:13]=[C:14]([S:19]([Cl:22])(=[O:21])=[O:20])[CH:15]=[CH:16][C:17]=2[F:18])=[O:11])[CH:5]=[CH:6][C:7]=1[F:8].CCN(CC)CC.[CH2:30]([O:32][NH2:33])[CH3:31]. (4) Given the product [C:20]([O:19][C:17]([N:13]1[CH2:12][CH:11]2[CH2:16][CH:14]1[CH2:15][N:10]2[C:7]1[CH:6]=[CH:5][C:4]([C:1](=[O:3])[CH:2]=[CH:29][N:30]([CH3:32])[CH3:31])=[CH:9][CH:8]=1)=[O:18])([CH3:23])([CH3:22])[CH3:21], predict the reactants needed to synthesize it. The reactants are: [C:1]([C:4]1[CH:9]=[CH:8][C:7]([N:10]2[CH2:15][C@@H:14]3[CH2:16][C@H:11]2[CH2:12][N:13]3[C:17]([O:19][C:20]([CH3:23])([CH3:22])[CH3:21])=[O:18])=[CH:6][CH:5]=1)(=[O:3])[CH3:2].C(O[CH:29](N(C)C)[N:30]([CH3:32])[CH3:31])(C)(C)C. (5) Given the product [CH3:29][C:30]1[CH:38]=[CH:37][C:36]([CH3:39])=[CH:35][C:31]=1[C:32]([N:23]1[CH2:24][CH2:25][CH:20]([N:18]2[C:17](=[O:26])[C:16]([CH3:28])([CH3:27])[C:15]([C:7]3[C:8]4[CH2:9][C:10]([CH3:14])([CH3:13])[O:11][C:12]=4[C:4]([O:3][CH3:2])=[CH:5][CH:6]=3)=[N:19]2)[CH2:21][CH2:22]1)=[O:33], predict the reactants needed to synthesize it. The reactants are: Cl.[CH3:2][O:3][C:4]1[C:12]2[O:11][C:10]([CH3:14])([CH3:13])[CH2:9][C:8]=2[C:7]([C:15]2[C:16]([CH3:28])([CH3:27])[C:17](=[O:26])[N:18]([CH:20]3[CH2:25][CH2:24][NH:23][CH2:22][CH2:21]3)[N:19]=2)=[CH:6][CH:5]=1.[CH3:29][C:30]1[CH:38]=[CH:37][C:36]([CH3:39])=[CH:35][C:31]=1[C:32](O)=[O:33]. (6) The reactants are: [CH3:1][C:2]1[N:3]([CH2:21][C:22]2[CH:23]=[C:24]([CH:28]=[CH:29][CH:30]=2)[C:25](O)=[O:26])[C:4]2[C:9]([CH:10]=1)=[CH:8][C:7]([C:11]([OH:20])([C:16]([F:19])([F:18])[F:17])[C:12]([F:15])([F:14])[F:13])=[CH:6][CH:5]=2.Cl.[CH3:32][NH:33][CH3:34].CN1CCOCC1.C1C=CC2N(O)N=NC=2C=1.CCN=C=NCCCN(C)C.Cl. Given the product [CH3:32][N:33]([CH3:34])[C:25](=[O:26])[C:24]1[CH:28]=[CH:29][CH:30]=[C:22]([CH2:21][N:3]2[C:4]3[C:9](=[CH:8][C:7]([C:11]([OH:20])([C:16]([F:19])([F:18])[F:17])[C:12]([F:13])([F:14])[F:15])=[CH:6][CH:5]=3)[CH:10]=[C:2]2[CH3:1])[CH:23]=1, predict the reactants needed to synthesize it. (7) Given the product [Br:1][C:2]1[CH:31]=[CH:30][C:29]([F:32])=[CH:28][C:3]=1[O:4][CH:5]1[CH2:10][CH2:9][N:8]([C:11]2[N:12]=[CH:13][C:14]([C:17]3[N:21]([CH2:22][C:23]([OH:25])=[O:24])[N:20]=[N:19][N:18]=3)=[N:15][CH:16]=2)[CH2:7][CH2:6]1, predict the reactants needed to synthesize it. The reactants are: [Br:1][C:2]1[CH:31]=[CH:30][C:29]([F:32])=[CH:28][C:3]=1[O:4][CH:5]1[CH2:10][CH2:9][N:8]([C:11]2[N:12]=[CH:13][C:14]([C:17]3[N:21]([CH2:22][C:23]([O:25]CC)=[O:24])[N:20]=[N:19][N:18]=3)=[N:15][CH:16]=2)[CH2:7][CH2:6]1.CO.[OH-].[Na+].Cl. (8) Given the product [O:15]=[C:14]1[C:12]2[N:13]=[C:9]([NH:8][C:6](=[O:7])[O:5][C:1]([CH3:4])([CH3:3])[CH3:2])[S:10][C:11]=2[C:17]2([CH2:20][CH2:18][CH2:19]2)[O:16]1, predict the reactants needed to synthesize it. The reactants are: [C:1]([O:5][C:6]([NH:8][C:9]1[S:10][CH:11]=[C:12]([C:14]([O:16][CH3:17])=[O:15])[N:13]=1)=[O:7])([CH3:4])([CH3:3])[CH3:2].[CH:18](NC(C)C)([CH3:20])[CH3:19].C([Li])CCC.C1(=O)CCC1. (9) Given the product [CH2:15]([C:14]1[N:13]=[C:1]([C:4]2[CH:11]=[CH:10][C:7]([CH:8]=[O:9])=[CH:6][CH:5]=2)[O:3][N:23]=1)[CH2:16][CH2:17][CH2:18][CH2:19][CH2:20][CH2:21][CH3:22], predict the reactants needed to synthesize it. The reactants are: [C:1]([C:4]1[CH:11]=[CH:10][C:7]([CH:8]=[O:9])=[CH:6][CH:5]=1)([OH:3])=O.O[NH:13][C:14](=[NH:23])[CH2:15][CH2:16][CH2:17][CH2:18][CH2:19][CH2:20][CH2:21][CH3:22]. (10) Given the product [I:11][C:12]1[C:16]([CH:17]=[O:18])=[CH:15][N:14]([CH:19]2[CH2:24][CH2:23][CH2:22][CH2:21][O:20]2)[N:13]=1, predict the reactants needed to synthesize it. The reactants are: C(Cl)(=O)C(Cl)=O.CS(C)=O.[I:11][C:12]1[C:16]([CH2:17][OH:18])=[CH:15][N:14]([CH:19]2[CH2:24][CH2:23][CH2:22][CH2:21][O:20]2)[N:13]=1.